This data is from Forward reaction prediction with 1.9M reactions from USPTO patents (1976-2016). The task is: Predict the product of the given reaction. Given the reactants [NH2:1][C:2]1[CH:3]=[C:4]([C:12]2[O:13][C:14]3[CH:20]=[CH:19][C:18]([C:21]4[CH:26]=[CH:25][C:24]([Cl:27])=[C:23]([CH3:28])[CH:22]=4)=[CH:17][C:15]=3[N:16]=2)[C:5]([NH:8][CH2:9][CH2:10][CH3:11])=[CH:6][CH:7]=1.[CH:29]1[C:34]([C:35]([OH:37])=[O:36])=[CH:33][C:32]2[C:38]([O:40][C:41](=O)[C:31]=2[CH:30]=1)=[O:39], predict the reaction product. The product is: [CH2:9]([NH:8][C:5]1[C:4]([C:12]2[O:13][C:14]3[CH:20]=[CH:19][C:18]([C:21]4[CH:26]=[CH:25][C:24]([Cl:27])=[C:23]([CH3:28])[CH:22]=4)=[CH:17][C:15]=3[N:16]=2)=[CH:3][C:2]([N:1]2[C:38](=[O:39])[C:32]3[C:31](=[CH:30][CH:29]=[C:34]([C:35]([OH:37])=[O:36])[CH:33]=3)[C:41]2=[O:40])=[CH:7][CH:6]=1)[CH2:10][CH3:11].